Task: Predict the reactants needed to synthesize the given product.. Dataset: Full USPTO retrosynthesis dataset with 1.9M reactions from patents (1976-2016) (1) The reactants are: [CH3:1][O:2][C:3]1[CH:8]=[CH:7][C:6]([N+:9]([O-:11])=[O:10])=[CH:5][C:4]=1[OH:12].C(N(CC)CC)C.[C:20](Cl)(=[O:25])[C:21]([CH3:24])([CH3:23])[CH3:22].Cl. Given the product [CH3:22][C:21]([CH3:24])([CH3:23])[C:20]([O:12][C:4]1[CH:5]=[C:6]([N+:9]([O-:11])=[O:10])[CH:7]=[CH:8][C:3]=1[O:2][CH3:1])=[O:25], predict the reactants needed to synthesize it. (2) Given the product [O:14]1[C:15]2[CH:16]=[CH:17][C:11]([CH2:12][NH:8][C:1]([NH2:3])=[S:2])=[CH:21][C:22]=2[O:23][CH2:13]1, predict the reactants needed to synthesize it. The reactants are: [C:1]([N:8]1[CH:12]=[CH:11]N=C1)([N:3]1C=CN=C1)=[S:2].[CH2:13]1[O:23][C:22]2[CH:21]=C[C:17](CN)=[CH:16][C:15]=2[O:14]1.N. (3) Given the product [Cl:1][C:2]1[C:3]([C:16]2[CH:21]=[CH:20][C:19]([Cl:22])=[CH:18][CH:17]=2)=[C:4]([C:9]2[CH:10]=[CH:11][C:12]([Cl:15])=[CH:13][CH:14]=2)[C:5](=[O:8])[N:6]([CH2:40][C:39]2[CH:38]=[CH:37][C:36]([C:35]([F:34])([F:44])[F:45])=[CH:43][CH:42]=2)[N:7]=1, predict the reactants needed to synthesize it. The reactants are: [Cl:1][C:2]1[N:7]=[N:6][C:5]([OH:8])=[C:4]([C:9]2[CH:14]=[CH:13][C:12]([Cl:15])=[CH:11][CH:10]=2)[C:3]=1[C:16]1[CH:21]=[CH:20][C:19]([Cl:22])=[CH:18][CH:17]=1.CN(C=O)C.C([O-])([O-])=O.[K+].[K+].[F:34][C:35]([F:45])([F:44])[C:36]1[CH:43]=[CH:42][C:39]([CH2:40]Br)=[CH:38][CH:37]=1. (4) Given the product [F:25][C:24]([F:26])([F:27])[C:23]([C:20]1[CH:19]=[CH:18][C:17]([C:4]2[C:5]([OH:15])=[CH:6][CH:7]=[C:8]([CH2:9][CH2:10][CH2:11][CH2:12][CH2:13][CH3:14])[C:3]=2[O:2][CH3:1])=[CH:22][CH:21]=1)=[O:28], predict the reactants needed to synthesize it. The reactants are: [CH3:1][O:2][C:3]1[C:8]([CH2:9][CH2:10][CH2:11][CH2:12][CH2:13][CH3:14])=[CH:7][CH:6]=[C:5]([O:15]C)[C:4]=1[C:17]1[CH:22]=[CH:21][C:20]([C:23](=[O:28])[C:24]([F:27])([F:26])[F:25])=[CH:19][CH:18]=1.B(Cl)(Cl)Cl. (5) Given the product [Cl:1][C:2]1[CH:3]=[N:4][CH:5]=[C:6]([Cl:20])[C:7]=1[S:8][C:9]1[S:13][C:12]([C:14]([NH:26][CH2:25][C:24]2[CH:27]=[CH:28][CH:29]=[C:22]([CH3:21])[CH:23]=2)=[O:15])=[CH:11][C:10]=1[N+:17]([O-:19])=[O:18], predict the reactants needed to synthesize it. The reactants are: [Cl:1][C:2]1[CH:3]=[N:4][CH:5]=[C:6]([Cl:20])[C:7]=1[S:8][C:9]1[S:13][C:12]([C:14](Cl)=[O:15])=[CH:11][C:10]=1[N+:17]([O-:19])=[O:18].[CH3:21][C:22]1[CH:23]=[C:24]([CH:27]=[CH:28][CH:29]=1)[CH2:25][NH2:26]. (6) Given the product [O:34]=[C:5]1[C:4](=[O:3])[C:12]2[C:7](=[CH:8][CH:9]=[C:10]([S:13][CH2:14][CH2:15][C:16]3[CH:26]=[CH:25][C:19]([C:20]([O:22][CH2:23][CH3:24])=[O:21])=[CH:18][CH:17]=3)[CH:11]=2)[N:6]1[CH2:27][CH2:28][CH2:29][CH2:30][CH2:31][CH2:32][CH3:33], predict the reactants needed to synthesize it. The reactants are: Cl.C[O:3][C:4]1(OC)[C:12]2[C:7](=[CH:8][CH:9]=[C:10]([S:13][CH2:14][CH2:15][C:16]3[CH:26]=[CH:25][C:19]([C:20]([O:22][CH2:23][CH3:24])=[O:21])=[CH:18][CH:17]=3)[CH:11]=2)[N:6]([CH2:27][CH2:28][CH2:29][CH2:30][CH2:31][CH2:32][CH3:33])[C:5]1=[O:34]. (7) Given the product [CH2:35]([O:42][C:43]1[C:48]([C:14]2[NH:15][C:16]3[C:21]([C:13]=2[CH:7]2[CH2:12][CH2:11][CH2:10][CH2:9][CH2:8]2)=[CH:20][CH:19]=[C:18]([C:22]([O:24][CH3:25])=[O:23])[CH:17]=3)=[CH:47][CH:46]=[CH:45][N:44]=1)[C:36]1[CH:41]=[CH:40][CH:39]=[CH:38][CH:37]=1, predict the reactants needed to synthesize it. The reactants are: C([O-])([O-])=O.[Na+].[Na+].[CH:7]1([C:13]2[C:21]3[C:16](=[CH:17][C:18]([C:22]([O:24][CH3:25])=[O:23])=[CH:19][CH:20]=3)[NH:15][C:14]=2B2OC(C)(C)C(C)(C)O2)[CH2:12][CH2:11][CH2:10][CH2:9][CH2:8]1.[CH2:35]([O:42][C:43]1[C:48](Br)=[CH:47][CH:46]=[CH:45][N:44]=1)[C:36]1[CH:41]=[CH:40][CH:39]=[CH:38][CH:37]=1.[Li+].[Cl-].